From a dataset of HIV replication inhibition screening data with 41,000+ compounds from the AIDS Antiviral Screen. Binary Classification. Given a drug SMILES string, predict its activity (active/inactive) in a high-throughput screening assay against a specified biological target. The molecule is Cc1ccc(Cl)cc1N=NC(=O)NNc1cc(Cl)ccc1C. The result is 0 (inactive).